This data is from Forward reaction prediction with 1.9M reactions from USPTO patents (1976-2016). The task is: Predict the product of the given reaction. (1) Given the reactants [Cl:1][C:2]1[CH:3]=[CH:4][C:5]([O:11][CH2:12][O:13][CH2:14][CH2:15][O:16][CH3:17])=[C:6]([CH:10]=1)[C:7]([OH:9])=O.[C:18]([O:22][C:23](=[O:39])[NH:24][CH:25]1[CH2:30][CH2:29][N:28]([C:31]2[CH:36]=[CH:35][C:34]([NH2:37])=[CH:33][C:32]=2[F:38])[CH2:27][CH2:26]1)([CH3:21])([CH3:20])[CH3:19].Cl.C(N=C=NCCCN(C)C)C.ClCCl, predict the reaction product. The product is: [C:18]([O:22][C:23](=[O:39])[NH:24][CH:25]1[CH2:30][CH2:29][N:28]([C:31]2[CH:36]=[CH:35][C:34]([NH:37][C:7](=[O:9])[C:6]3[CH:10]=[C:2]([Cl:1])[CH:3]=[CH:4][C:5]=3[O:11][CH2:12][O:13][CH2:14][CH2:15][O:16][CH3:17])=[CH:33][C:32]=2[F:38])[CH2:27][CH2:26]1)([CH3:21])([CH3:19])[CH3:20]. (2) Given the reactants [CH:1]1([C:4]([NH:6][C:7]2[N:8]=[CH:9][C:10]3[C:15]([CH:16]=2)=[CH:14][CH:13]=[C:12]([C:17]2[CH:18]=[C:19]([NH:24][C:25](=O)[O:26]C4C=CC([N+]([O-])=O)=CC=4)[CH:20]=[CH:21][C:22]=2[CH3:23])[CH:11]=3)=[O:5])[CH2:3][CH2:2]1.O1CCCC1.[NH:42]1[CH2:47][CH2:46][O:45][CH2:44][CH2:43]1.C(N(CC)CC)C, predict the reaction product. The product is: [CH:1]1([C:4]([NH:6][C:7]2[N:8]=[CH:9][C:10]3[C:15]([CH:16]=2)=[CH:14][CH:13]=[C:12]([C:17]2[CH:18]=[C:19]([NH:24][C:25]([N:42]4[CH2:47][CH2:46][O:45][CH2:44][CH2:43]4)=[O:26])[CH:20]=[CH:21][C:22]=2[CH3:23])[CH:11]=3)=[O:5])[CH2:2][CH2:3]1. (3) Given the reactants [Br:1][C:2]1[CH:3]=[CH:4][CH:5]=[C:6]2[C:10]=1[C:9](=[O:11])[CH2:8][CH2:7]2.[CH3:12][O:13][C:14]1[CH:15]=[C:16]([CH:20]=[C:21]([O:23][CH3:24])[CH:22]=1)[CH2:17][Mg]Br, predict the reaction product. The product is: [Br:1][C:2]1[CH:3]=[CH:4][CH:5]=[C:6]2[C:10]=1[C:9]([CH2:17][C:16]1[CH:20]=[C:21]([O:23][CH3:24])[CH:22]=[C:14]([O:13][CH3:12])[CH:15]=1)([OH:11])[CH2:8][CH2:7]2. (4) The product is: [CH3:1][S:2]([N:5]1[CH2:10][CH2:9][NH:8][CH2:7][CH2:6]1)(=[O:4])=[O:3]. Given the reactants [CH3:1][S:2]([N:5]1[CH2:10][CH2:9][N:8](C(OC(C)(C)C)=O)[CH2:7][CH2:6]1)(=[O:4])=[O:3].C(O)(C(F)(F)F)=O.CCOCC, predict the reaction product. (5) Given the reactants FC(F)(F)C(O)=O.[OH:8][C:9]1([CH2:15][N:16]2[C:21](=[O:22])[C:20]3=[CH:23][CH:24]=[CH:25][N:19]3[N:18]=[CH:17]2)[CH2:14][CH2:13][NH:12][CH2:11][CH2:10]1.[Br:26][C:27]1[CH:35]=[CH:34][C:30]([C:31](O)=[O:32])=[C:29]([Cl:36])[CH:28]=1.CCN(C(C)C)C(C)C.CN(C(ON1N=NC2C=CC=NC1=2)=[N+](C)C)C.F[P-](F)(F)(F)(F)F, predict the reaction product. The product is: [Br:26][C:27]1[CH:35]=[CH:34][C:30]([C:31]([N:12]2[CH2:11][CH2:10][C:9]([CH2:15][N:16]3[C:21](=[O:22])[C:20]4=[CH:23][CH:24]=[CH:25][N:19]4[N:18]=[CH:17]3)([OH:8])[CH2:14][CH2:13]2)=[O:32])=[C:29]([Cl:36])[CH:28]=1. (6) Given the reactants C(OC([NH:8][C:9]1[N:14]=[C:13]([CH:15]([C:29]2[N:34]=[C:33]([NH:35]C(=O)OC(C)(C)C)[CH:32]=[CH:31][CH:30]=2)[CH:16](C2C=CC=CN=2)[C:17]2[CH:18]=[N:19][CH:20]=[CH:21][CH:22]=2)[CH:12]=[CH:11][CH:10]=1)=O)(C)(C)C.[C:43](O)([C:45](F)(F)F)=O, predict the reaction product. The product is: [NH2:35][C:33]1[N:34]=[C:29]([CH:15]([C:13]2[N:14]=[C:9]([NH2:8])[CH:10]=[CH:11][CH:12]=2)[CH:16]([C:17]2[CH:18]=[N:19][CH:20]=[CH:21][CH:22]=2)[C:12]2[CH:13]=[N:14][CH:9]=[CH:43][CH:45]=2)[CH:30]=[CH:31][CH:32]=1. (7) Given the reactants C1(P(=O)(C2C=CC=CC=2)C2C=CC=CC=2)C=CC=CC=1.FC(F)(F)S(OS(C(F)(F)F)(=O)=O)(=O)=O.C([S:43][C:44]([CH3:69])([CH3:68])[CH2:45][NH:46][C:47]([C:49]1[NH:50][C:51]2[C:56]([CH:57]=1)=[CH:55][C:54]([F:58])=[CH:53][C:52]=2[NH:59][S:60]([C:63]1[S:64][CH:65]=[CH:66][CH:67]=1)(=[O:62])=[O:61])=O)C1C=CC=CC=1.C(=O)([O-])O.[Na+], predict the reaction product. The product is: [CH3:68][C:44]1([CH3:69])[S:43][C:47]([C:49]2[NH:50][C:51]3[C:56]([CH:57]=2)=[CH:55][C:54]([F:58])=[CH:53][C:52]=3[NH:59][S:60]([C:63]2[S:64][CH:65]=[CH:66][CH:67]=2)(=[O:62])=[O:61])=[N:46][CH2:45]1. (8) The product is: [O:21]1[C:25]2[CH:26]=[CH:27][CH:28]=[CH:29][C:24]=2[CH:23]=[C:22]1[C:2]1[CH:3]=[N:4][CH:5]=[C:6]([C:9]=1[NH:10][C:11]1[C:12]([CH3:20])=[C:13]2[C:17](=[CH:18][CH:19]=1)[NH:16][CH:15]=[CH:14]2)[C:7]#[N:8]. Given the reactants I[C:2]1[CH:3]=[N:4][CH:5]=[C:6]([C:9]=1[NH:10][C:11]1[C:12]([CH3:20])=[C:13]2[C:17](=[CH:18][CH:19]=1)[NH:16][CH:15]=[CH:14]2)[C:7]#[N:8].[O:21]1[C:25]2[CH:26]=[CH:27][CH:28]=[CH:29][C:24]=2[CH:23]=[C:22]1B(O)O.C([O-])([O-])=O.[Na+].[Na+], predict the reaction product. (9) Given the reactants [C:1]1([C:11]2[CH2:15][CH2:14][C:13](=[O:16])[CH:12]=2)[C:10]2[C:5](=[CH:6][CH:7]=[CH:8][CH:9]=2)[CH:4]=[CH:3][CH:2]=1.[Cl-].[Cl-].[Cl-].[Ce+3].[BH4-].[Na+], predict the reaction product. The product is: [C:1]1([C:11]2[CH2:15][CH2:14][CH:13]([OH:16])[CH:12]=2)[C:10]2[C:5](=[CH:6][CH:7]=[CH:8][CH:9]=2)[CH:4]=[CH:3][CH:2]=1.